Dataset: Forward reaction prediction with 1.9M reactions from USPTO patents (1976-2016). Task: Predict the product of the given reaction. (1) Given the reactants [H-].[Na+].[C:3]1(C)[C:4]([S:9]([CH2:12][N+:13]#[C-:14])(=[O:11])=[O:10])=[CH:5][CH:6]=[CH:7][CH:8]=1.Br[CH:17]1[CH2:22][CH2:21][N:20]([S:23]([C:26]2[CH:32]=[CH:31][C:29]([CH3:30])=[CH:28][CH:27]=2)(=[O:25])=[O:24])[CH2:19][CH2:18]1.[CH3:33]N(C=O)C, predict the reaction product. The product is: [N+:13]([CH:12]([S:9]([C:4]1[CH:3]=[CH:8][C:7]([CH3:33])=[CH:6][CH:5]=1)(=[O:10])=[O:11])[CH:17]1[CH2:22][CH2:21][N:20]([S:23]([C:26]2[CH:32]=[CH:31][C:29]([CH3:30])=[CH:28][CH:27]=2)(=[O:25])=[O:24])[CH2:19][CH2:18]1)#[C-:14]. (2) Given the reactants [CH3:1][N:2]1[C:6]2[CH:7]=[CH:8][CH:9]=[CH:10][C:5]=2[N:4]=[C:3]1[CH:11]=O.[CH3:13][N:14]1[CH2:18][CH2:17][CH2:16][CH:15]1[CH2:19][CH2:20][NH2:21].[Na], predict the reaction product. The product is: [CH3:1][N:2]1[C:6]2[CH:7]=[CH:8][CH:9]=[CH:10][C:5]=2[N:4]=[C:3]1[CH2:11][NH:21][CH2:20][CH2:19][CH:15]1[CH2:16][CH2:17][CH2:18][N:14]1[CH3:13]. (3) The product is: [F:39][C:36]([F:37])([F:38])[C:28]1[CH:27]=[C:26]([C@H:24]([O:23][C@H:7]2[CH2:6][C@@H:5]([OH:4])[C:14]3[N:13]=[CH:12][CH:11]=[CH:10][C:9]=3[C@@H:8]2[C:16]2[CH:17]=[CH:18][C:19]([F:22])=[CH:20][CH:21]=2)[CH3:25])[CH:31]=[C:30]([C:32]([F:33])([F:34])[F:35])[CH:29]=1. Given the reactants C([O:4][C@H:5]1[C:14]2[N+:13]([O-])=[CH:12][CH:11]=[CH:10][C:9]=2[C@H:8]([C:16]2[CH:21]=[CH:20][C:19]([F:22])=[CH:18][CH:17]=2)[C@@H:7]([O:23][C@@H:24]([C:26]2[CH:31]=[C:30]([C:32]([F:35])([F:34])[F:33])[CH:29]=[C:28]([C:36]([F:39])([F:38])[F:37])[CH:27]=2)[CH3:25])[CH2:6]1)(=O)C.[BH4-].[Na+], predict the reaction product. (4) Given the reactants C(OC([N:11]1[CH2:15][CH:14]([O:16]CC2C=CC=CC=2)[CH:13]2[O:24][CH2:25][C:26]([O:29][CH3:30])([O:27][CH3:28])[CH:12]12)=O)C1C=CC=CC=1.C([O-])([O-])=O.[Na+].[Na+].[CH3:49][C:48]([O:47][C:45](O[C:45]([O:47][C:48]([CH3:51])([CH3:50])[CH3:49])=[O:46])=[O:46])([CH3:51])[CH3:50], predict the reaction product. The product is: [C:48]([O:47][C:45]([N:11]1[CH2:15][C@@H:14]([OH:16])[C@H:13]2[O:24][CH2:25][C:26]([O:29][CH3:30])([O:27][CH3:28])[C@@H:12]12)=[O:46])([CH3:49])([CH3:50])[CH3:51]. (5) Given the reactants [CH3:1][CH:2]([CH3:30])[CH2:3][CH2:4][N:5]([CH2:16][C:17]1[N:21]([CH2:22][CH2:23][C:24]#[N:25])[C:20]2[CH:26]=[CH:27][CH:28]=[CH:29][C:19]=2[N:18]=1)[CH:6]1[C:15]2[N:14]=[CH:13][CH:12]=[CH:11][C:10]=2[CH2:9][CH2:8][CH2:7]1.NCCCN1C2C=CC=CC=2N=C1CN(C)C1C2N=CC=CC=2CCC1, predict the reaction product. The product is: [NH2:25][CH2:24][CH2:23][CH2:22][N:21]1[C:20]2[CH:26]=[CH:27][CH:28]=[CH:29][C:19]=2[N:18]=[C:17]1[CH2:16][N:5]([CH2:4][CH2:3][CH:2]([CH3:30])[CH3:1])[CH:6]1[C:15]2[N:14]=[CH:13][CH:12]=[CH:11][C:10]=2[CH2:9][CH2:8][CH2:7]1.